Dataset: Full USPTO retrosynthesis dataset with 1.9M reactions from patents (1976-2016). Task: Predict the reactants needed to synthesize the given product. Given the product [O:21]1[C:25]2[CH:26]=[CH:27][CH:28]=[CH:29][C:24]=2[CH:23]([NH:30][C:31]2[CH:40]=[CH:39][C:38]3[C:33](=[CH:34][CH:35]=[C:36]([NH:41][C:1]([NH:20][CH:17]4[CH2:18][CH2:19][N:14]([CH3:13])[CH2:15][CH2:16]4)=[O:2])[CH:37]=3)[N:32]=2)[CH2:22]1, predict the reactants needed to synthesize it. The reactants are: [C:1](=O)(OC(Cl)(Cl)Cl)[O:2]C(Cl)(Cl)Cl.[CH3:13][N:14]1[CH2:19][CH2:18][CH:17]([NH2:20])[CH2:16][CH2:15]1.[O:21]1[C:25]2[CH:26]=[CH:27][CH:28]=[CH:29][C:24]=2[CH:23]([NH:30][C:31]2[CH:40]=[CH:39][C:38]3[C:33](=[CH:34][CH:35]=[C:36]([NH2:41])[CH:37]=3)[N:32]=2)[CH2:22]1.